This data is from Catalyst prediction with 721,799 reactions and 888 catalyst types from USPTO. The task is: Predict which catalyst facilitates the given reaction. (1) Reactant: [C:1]([O:9][CH2:10][CH3:11])(=[O:8])[CH2:2][C:3]([O:5][CH2:6][CH3:7])=[O:4].[H-].[Na+].[CH2:14](Cl)[C:15]1[CH:20]=[CH:19][CH:18]=[CH:17][CH:16]=1.[Cl-].[NH4+]. Product: [CH2:14]([C:2]([CH2:14][C:15]1[CH:20]=[CH:19][CH:18]=[CH:17][CH:16]=1)([C:3]([O:5][CH2:6][CH3:7])=[O:4])[C:1]([O:9][CH2:10][CH3:11])=[O:8])[C:15]1[CH:20]=[CH:19][CH:18]=[CH:17][CH:16]=1. The catalyst class is: 9. (2) Reactant: [C:1]1([C:7]2[CH:12]=[C:11]([CH:13]([CH3:15])[CH3:14])[CH:10]=[CH:9][C:8]=2[NH2:16])[CH2:6][CH2:5][CH2:4][CH2:3][CH:2]=1.[K+].[C:18]([C:20]1[N:21]=[C:22]([C:33]([O-])=[O:34])[N:23]([CH2:25][O:26][CH2:27][CH2:28][Si:29]([CH3:32])([CH3:31])[CH3:30])[CH:24]=1)#[N:19].C1CN([P+](Br)(N2CCCC2)N2CCCC2)CC1.F[P-](F)(F)(F)(F)F.CCN(C(C)C)C(C)C. Product: [C:1]1([C:7]2[CH:12]=[C:11]([CH:13]([CH3:14])[CH3:15])[CH:10]=[CH:9][C:8]=2[NH:16][C:33]([C:22]2[N:23]([CH2:25][O:26][CH2:27][CH2:28][Si:29]([CH3:32])([CH3:31])[CH3:30])[CH:24]=[C:20]([C:18]#[N:19])[N:21]=2)=[O:34])[CH2:6][CH2:5][CH2:4][CH2:3][CH:2]=1. The catalyst class is: 31. (3) Reactant: [ClH:1].[O:2]1[C:6]2=[CH:7][N:8]=[CH:9][CH:10]=[C:5]2[C:4](=O)[CH2:3]1.[NH2:12][C:13]1[CH:21]=[CH:20][CH:19]=[C:18]2[C:14]=1[CH:15]=[N:16][N:17]2C(=O)C. Product: [Cl:1][C:19]1[C:18]2[NH:17][N:16]=[CH:15][C:14]=2[C:13]([NH:12][C:4]2[C:5]3[C:6](=[CH:7][N:8]=[CH:9][CH:10]=3)[O:2][CH:3]=2)=[CH:21][CH:20]=1. The catalyst class is: 5.